From a dataset of In vitro SARS-CoV-2 activity screen of 1,480 approved drugs from Prestwick library. Binary Classification. Given a drug SMILES string, predict its activity (active/inactive) in a high-throughput screening assay against a specified biological target. (1) The drug is Cc1ncc([N+](=O)[O-])n1CCO. The result is 0 (inactive). (2) The compound is CNCCCC1c2ccccc2C=Cc2ccccc21.Cl. The result is 0 (inactive).